From a dataset of NCI-60 drug combinations with 297,098 pairs across 59 cell lines. Regression. Given two drug SMILES strings and cell line genomic features, predict the synergy score measuring deviation from expected non-interaction effect. (1) Drug 1: CCN(CC)CCNC(=O)C1=C(NC(=C1C)C=C2C3=C(C=CC(=C3)F)NC2=O)C. Drug 2: CC(C)(C#N)C1=CC(=CC(=C1)CN2C=NC=N2)C(C)(C)C#N. Cell line: IGROV1. Synergy scores: CSS=8.49, Synergy_ZIP=-1.03, Synergy_Bliss=2.30, Synergy_Loewe=1.85, Synergy_HSA=1.87. (2) Drug 2: CN(CC1=CN=C2C(=N1)C(=NC(=N2)N)N)C3=CC=C(C=C3)C(=O)NC(CCC(=O)O)C(=O)O. Cell line: OVCAR-5. Drug 1: CN(C)N=NC1=C(NC=N1)C(=O)N. Synergy scores: CSS=2.76, Synergy_ZIP=-1.93, Synergy_Bliss=-1.57, Synergy_Loewe=-10.6, Synergy_HSA=-4.47.